From a dataset of CYP2C19 inhibition data for predicting drug metabolism from PubChem BioAssay. Regression/Classification. Given a drug SMILES string, predict its absorption, distribution, metabolism, or excretion properties. Task type varies by dataset: regression for continuous measurements (e.g., permeability, clearance, half-life) or binary classification for categorical outcomes (e.g., BBB penetration, CYP inhibition). Dataset: cyp2c19_veith. (1) The compound is COc1ccc(-c2cc(C(F)(F)F)nc(N3CCCCC3)n2)cc1OC. The result is 1 (inhibitor). (2) The compound is O=C(N/N=C1\CCCc2ccccc21)c1ccc([N+](=O)[O-])cc1Cl. The result is 1 (inhibitor). (3) The molecule is COc1ccc(-n2c(=O)c(-c3ccccc3)nc3cnc(N4CCNCC4)nc32)cc1. The result is 0 (non-inhibitor). (4) The molecule is Cc1cc(N=Cc2c(CO)cnc(C)c2O)c(N=Cc2c(CO)cnc(C)c2O)cc1C.[Zn]. The result is 0 (non-inhibitor). (5) The molecule is O=C1O[C@@H]([C@@H](O)CO)[C@@H](O)[C@H]1O. The result is 0 (non-inhibitor). (6) The compound is CN(C)CC[C@@H](c1ccccc1)c1ccccn1. The result is 0 (non-inhibitor).